This data is from Reaction yield outcomes from USPTO patents with 853,638 reactions. The task is: Predict the reaction yield, written as a fraction of the theoretical maximum amount of product (1.0 means a 100% yield; for example, 0.34 means a 34% yield). (1) The reactants are C1C(=O)N([I:8])C(=O)C1.[F:9][C:10]1[CH:15]=[C:14]([F:16])[CH:13]=[CH:12][C:11]=1[C:17]1[N:18]=[C:19]2[N:23]([CH:24]=1)[CH:22]=[CH:21][S:20]2. The catalyst is CN(C=O)C.O. The product is [F:9][C:10]1[CH:15]=[C:14]([F:16])[CH:13]=[CH:12][C:11]=1[C:17]1[N:18]=[C:19]2[N:23]([C:24]=1[I:8])[CH:22]=[CH:21][S:20]2. The yield is 0.580. (2) The reactants are [NH2:1][C:2]1[C:10]2[C:5](=[N:6][CH:7]=[CH:8][N:9]=2)[S:4][C:3]=1[C:11]([O:13][CH2:14][CH3:15])=[O:12].[F:16][C:17]([F:28])([F:27])[C:18](O[C:18](=[O:19])[C:17]([F:28])([F:27])[F:16])=[O:19]. The catalyst is C1COCC1. The product is [F:16][C:17]([F:28])([F:27])[C:18]([NH:1][C:2]1[C:10]2[C:5](=[N:6][CH:7]=[CH:8][N:9]=2)[S:4][C:3]=1[C:11]([O:13][CH2:14][CH3:15])=[O:12])=[O:19]. The yield is 0.920. (3) The reactants are [CH2:1]([N:8]1[CH2:12][CH2:11][CH:10]([CH2:13][OH:14])[CH2:9]1)[C:2]1[CH:7]=[CH:6][CH:5]=[CH:4][CH:3]=1.Cl[C:16]([O:18][CH:19]=[CH2:20])=[O:17]. The catalyst is ClCCCl. The product is [CH:19]([O:18][C:16](=[O:17])[O:14][CH2:13][CH:10]1[CH2:11][CH2:12][N:8]([CH2:1][C:2]2[CH:7]=[CH:6][CH:5]=[CH:4][CH:3]=2)[CH2:9]1)=[CH2:20]. The yield is 0.710. (4) The reactants are [O:1]=[C:2]([C:7]1[CH:12]=[C:11]([O:13][CH3:14])[C:10]([O:15][CH3:16])=[C:9]([O:17][CH3:18])[CH:8]=1)[CH2:3][C:4]([OH:6])=[O:5].[CH3:19][O:20][C:21]1[CH:22]=[C:23](O)[CH:24]=[CH:25][CH:26]=1.C(Cl)Cl. No catalyst specified. The product is [O:1]=[C:2]([C:7]1[CH:8]=[C:9]([O:17][CH3:18])[C:10]([O:15][CH3:16])=[C:11]([O:13][CH3:14])[CH:12]=1)[CH2:3][C:4]([O:6][C:25]1[CH:24]=[CH:23][CH:22]=[C:21]([O:20][CH3:19])[CH:26]=1)=[O:5]. The yield is 0.490. (5) The reactants are [CH:1]1([S:4](Cl)(=[O:6])=[O:5])[CH2:3][CH2:2]1.[NH:8]1[CH2:13][CH2:12][CH2:11][CH:10]([C:14]2[C:18]3=[C:19]4[CH:25]=[CH:24][NH:23][C:20]4=[N:21][CH:22]=[C:17]3[NH:16][N:15]=2)[CH2:9]1. The catalyst is N1C=CC=CC=1. The product is [CH:1]1([S:4]([N:8]2[CH2:13][CH2:12][CH2:11][CH:10]([C:14]3[C:18]4=[C:19]5[CH:25]=[CH:24][NH:23][C:20]5=[N:21][CH:22]=[C:17]4[NH:16][N:15]=3)[CH2:9]2)(=[O:6])=[O:5])[CH2:3][CH2:2]1. The yield is 0.100. (6) The yield is 0.920. The reactants are [CH3:1][Si](Cl)(C)C.[NH2:6][C:7]1[C:15]([N+:16]([O-:18])=[O:17])=[CH:14][C:10]([C:11]([OH:13])=[O:12])=[C:9]([F:19])[C:8]=1[F:20]. The product is [NH2:6][C:7]1[C:15]([N+:16]([O-:18])=[O:17])=[CH:14][C:10]([C:11]([O:13][CH3:1])=[O:12])=[C:9]([F:19])[C:8]=1[F:20]. The catalyst is CO. (7) The yield is 0.469. The reactants are [H-].[Al+3].[Li+].[H-].[H-].[H-].[Cl:7][C:8]1[CH:20]=[CH:19][CH:18]=[C:17]([Cl:21])[C:9]=1[CH:10]=[CH:11][C:12](OCC)=[O:13].[Cl-].[NH4+]. The product is [Cl:7][C:8]1[CH:20]=[CH:19][CH:18]=[C:17]([Cl:21])[C:9]=1[CH2:10][CH2:11][CH2:12][OH:13]. The catalyst is C1COCC1. (8) The reactants are [OH:1][C:2]1[CH:7]=[CH:6][C:5]([C:8](=[O:21])[CH2:9][CH2:10][C:11]2[S:12][C:13]3[CH:20]=[CH:19][CH:18]=[CH:17][C:14]=3[C:15]=2[CH3:16])=[CH:4][C:3]=1[CH3:22].C(=O)([O-])[O-].[K+].[K+].Br[C:30]([CH3:37])([CH3:36])[C:31]([O:33][CH2:34][CH3:35])=[O:32].[Cl-].[NH4+]. The catalyst is CC(=O)CC. The product is [CH3:36][C:30]([O:1][C:2]1[CH:7]=[CH:6][C:5]([C:8](=[O:21])[CH2:9][CH2:10][C:11]2[S:12][C:13]3[CH:20]=[CH:19][CH:18]=[CH:17][C:14]=3[C:15]=2[CH3:16])=[CH:4][C:3]=1[CH3:22])([CH3:37])[C:31]([O:33][CH2:34][CH3:35])=[O:32]. The yield is 0.720.